Dataset: Peptide-MHC class II binding affinity with 134,281 pairs from IEDB. Task: Regression. Given a peptide amino acid sequence and an MHC pseudo amino acid sequence, predict their binding affinity value. This is MHC class II binding data. (1) The peptide sequence is KSRFFIWSQEVPLLT. The MHC is DRB1_1302 with pseudo-sequence DRB1_1302. The binding affinity (normalized) is 0.655. (2) The peptide sequence is KSRTLKSFFAWSLSD. The MHC is DRB1_0802 with pseudo-sequence DRB1_0802. The binding affinity (normalized) is 0.116.